This data is from Forward reaction prediction with 1.9M reactions from USPTO patents (1976-2016). The task is: Predict the product of the given reaction. (1) Given the reactants [O:1]1[CH2:6][CH2:5][N:4]([C:7]2[CH:12]=[CH:11][C:10]([N:13]=[C:14]=S)=[CH:9][CH:8]=2)[CH2:3][CH2:2]1.C1(C([O-])=O)C=C(C)C=C(C)C=1.[NH2:27][N+:28]1[CH:33]=[CH:32][N:31]=[CH:30][C:29]=1[NH2:34].C(N(C(C)C)CC)(C)C.CCN=C=NCCCN(C)C.[Cl:55]CCl, predict the reaction product. The product is: [Cl:55][C:30]1[C:29]2[N:28]([N:27]=[C:14]([NH:13][C:10]3[CH:11]=[CH:12][C:7]([N:4]4[CH2:5][CH2:6][O:1][CH2:2][CH2:3]4)=[CH:8][CH:9]=3)[N:34]=2)[CH:33]=[CH:32][N:31]=1. (2) Given the reactants C([O:8][C:9]1[CH:10]=[C:11]2[C:16](=[CH:17][CH:18]=1)[C:15]([C:19]([O:21][CH3:22])=[O:20])=[CH:14][CH:13]=[C:12]2[N:23](CC1C=CC=CC=1)CC1C=CC=CC=1)C1C=CC=CC=1, predict the reaction product. The product is: [CH3:22][O:21][C:19]([C:15]1[C:16]2[C:11](=[CH:10][C:9]([OH:8])=[CH:18][CH:17]=2)[C:12]([NH2:23])=[CH:13][CH:14]=1)=[O:20]. (3) Given the reactants [C:1]([CH2:5][C:6]([O:8][CH2:9][CH3:10])=[O:7])(=[O:4])[CH2:2][CH3:3].[C:11](OCC)(=O)CC(C)=O, predict the reaction product. The product is: [CH3:11][CH:5]([C:1](=[O:4])[CH2:2][CH3:3])[C:6]([O:8][CH2:9][CH3:10])=[O:7]. (4) Given the reactants [Br:1][C:2]1[CH:3]=[C:4]([C@@H:8]2[C@@H:12]([C:13]3[CH:18]=[C:17]([F:19])[CH:16]=[CH:15][C:14]=3[F:20])[O:11][C:10](=[O:21])[NH:9]2)[CH:5]=[N:6][CH:7]=1.N[C@H:23](C1C=NC=C(Br)C=1)[C@](C1C=C(F)C=CC=1F)(O)C, predict the reaction product. The product is: [Br:1][C:2]1[CH:3]=[C:4]([C@@H:8]2[C@@:12]([C:13]3[CH:18]=[C:17]([F:19])[CH:16]=[CH:15][C:14]=3[F:20])([CH3:23])[O:11][C:10](=[O:21])[NH:9]2)[CH:5]=[N:6][CH:7]=1.